The task is: Predict the reactants needed to synthesize the given product.. This data is from Full USPTO retrosynthesis dataset with 1.9M reactions from patents (1976-2016). Given the product [CH3:14][O:13][C:15]1[CH:20]=[CH:19][C:18]([C:8]2[C:9]([CH3:11])=[CH:10][C:5]([C:3]([O:2][CH3:1])=[O:4])=[N:6][CH:7]=2)=[CH:17][CH:16]=1, predict the reactants needed to synthesize it. The reactants are: [CH3:1][O:2][C:3]([C:5]1[CH:10]=[C:9]([CH3:11])[C:8](Br)=[CH:7][N:6]=1)=[O:4].[O:13]([C:15]1[CH:20]=[CH:19][C:18](B(O)O)=[CH:17][CH:16]=1)[CH3:14].C(=O)([O-])[O-].[K+].[K+].